This data is from Forward reaction prediction with 1.9M reactions from USPTO patents (1976-2016). The task is: Predict the product of the given reaction. (1) The product is: [CH3:19][O:20][C:21](=[O:76])[C:22]1[CH:27]=[CH:26][C:25]([O:28][CH2:29][CH2:30][C:31]2[C:39]3[C:34](=[CH:35][CH:36]=[C:37]([Cl:40])[CH:38]=3)[N:33]([CH:41]([C:48]3[CH:49]=[CH:50][CH:51]=[CH:52][CH:53]=3)[C:42]3[CH:47]=[CH:46][CH:45]=[CH:44][CH:43]=3)[C:32]=2[CH2:54][CH2:55][OH:56])=[CH:24][C:23]=1[O:74][CH3:75]. Given the reactants CCCC[N+](CCCC)(CCCC)CCCC.[F-].[CH3:19][O:20][C:21](=[O:76])[C:22]1[CH:27]=[CH:26][C:25]([O:28][CH2:29][CH2:30][C:31]2[C:39]3[C:34](=[CH:35][CH:36]=[C:37]([Cl:40])[CH:38]=3)[N:33]([CH:41]([C:48]3[CH:53]=[CH:52][CH:51]=[CH:50][CH:49]=3)[C:42]3[CH:47]=[CH:46][CH:45]=[CH:44][CH:43]=3)[C:32]=2[CH2:54][CH2:55][O:56][Si](C(C)(C)C)(C2C=CC=CC=2)C2C=CC=CC=2)=[CH:24][C:23]=1[O:74][CH3:75], predict the reaction product. (2) The product is: [CH3:1][O:2][C:3](=[O:12])[C:4]1[CH:9]=[CH:8][C:7]([B:13]2[O:17][C:16]([CH3:19])([CH3:18])[C:15]([CH3:21])([CH3:20])[O:14]2)=[C:6]([CH3:11])[CH:5]=1. Given the reactants [CH3:1][O:2][C:3](=[O:12])[C:4]1[CH:9]=[CH:8][C:7](Br)=[C:6]([CH3:11])[CH:5]=1.[B:13]1([B:13]2[O:17][C:16]([CH3:19])([CH3:18])[C:15]([CH3:21])([CH3:20])[O:14]2)[O:17][C:16]([CH3:19])([CH3:18])[C:15]([CH3:21])([CH3:20])[O:14]1.C([O-])(=O)C.[K+], predict the reaction product. (3) Given the reactants [CH:1]([N:4]([C:18]([C:20]1[C:21]([C:44]([F:47])([F:46])[F:45])=[CH:22][C:23]2[O:28][C:27]([CH3:35])([CH2:29][O:30][CH2:31][CH:32]3[CH2:34][O:33]3)[C:26](=[O:36])[N:25]([CH2:37][CH2:38][CH2:39][CH2:40][O:41][CH3:42])[C:24]=2[CH:43]=1)=[O:19])[C@@H:5]1[CH2:10][CH2:9][CH2:8][N:7]([C:11]([O:13][C:14]([CH3:17])([CH3:16])[CH3:15])=[O:12])[CH2:6]1)([CH3:3])[CH3:2].[O-:48][CH2:49][CH3:50].[Na+].[Cl-].[NH4+], predict the reaction product. The product is: [CH2:49]([O:48][CH2:34][CH:32]([OH:33])[CH2:31][O:30][CH2:29][C:27]1([CH3:35])[C:26](=[O:36])[N:25]([CH2:37][CH2:38][CH2:39][CH2:40][O:41][CH3:42])[C:24]2[CH:43]=[C:20]([C:18]([N:4]([CH:1]([CH3:2])[CH3:3])[C@@H:5]3[CH2:10][CH2:9][CH2:8][N:7]([C:11]([O:13][C:14]([CH3:16])([CH3:15])[CH3:17])=[O:12])[CH2:6]3)=[O:19])[C:21]([C:44]([F:47])([F:45])[F:46])=[CH:22][C:23]=2[O:28]1)[CH3:50].